This data is from Forward reaction prediction with 1.9M reactions from USPTO patents (1976-2016). The task is: Predict the product of the given reaction. (1) The product is: [CH:26]([N:25]1[C:21]([C:16]2[CH2:17][CH2:18][CH2:19][CH2:20][C:15]=2[CH2:14][O:1][C:2]2[C:10]([CH:11]=[O:12])=[C:9]3[C:5]([CH:6]=[N:7][NH:8]3)=[CH:4][CH:3]=2)=[CH:22][CH:23]=[N:24]1)([CH3:28])[CH3:27]. Given the reactants [OH:1][C:2]1[C:10]([CH:11]=[O:12])=[C:9]2[C:5]([CH:6]=[N:7][NH:8]2)=[CH:4][CH:3]=1.Cl[CH2:14][C:15]1[CH2:20][CH2:19][CH2:18][CH2:17][C:16]=1[C:21]1[N:25]([CH:26]([CH3:28])[CH3:27])[N:24]=[CH:23][CH:22]=1.C(=O)([O-])[O-].[K+].[K+], predict the reaction product. (2) Given the reactants [Cl:1][C:2]1[CH:3]=[N:4][C:5]2[C:10]([CH:11]=1)=[CH:9][C:8]([CH2:12]O)=[CH:7][C:6]=2[S:14]([CH3:17])(=[O:16])=[O:15].O=S(Cl)[Cl:20], predict the reaction product. The product is: [Cl:1][C:2]1[CH:3]=[N:4][C:5]2[C:10]([CH:11]=1)=[CH:9][C:8]([CH2:12][Cl:20])=[CH:7][C:6]=2[S:14]([CH3:17])(=[O:16])=[O:15]. (3) Given the reactants [CH3:1][O:2][C:3]([C:5]1[S:6][C:7]([CH:13]=[O:14])=[CH:8][C:9]=1[CH:10]([CH3:12])[CH3:11])=[O:4].CC(=CC)C.[Cl-].[Na+].[O:22]1CCOCC1, predict the reaction product. The product is: [CH3:1][O:2][C:3]([C:5]1[S:6][C:7]([C:13]([OH:22])=[O:14])=[CH:8][C:9]=1[CH:10]([CH3:11])[CH3:12])=[O:4]. (4) Given the reactants C([C:3]1[C:8]([CH3:9])=[C:7]([Cl:10])[CH:6]=[CH:5][C:4]=1[OH:11])C.C(=O)([O-])[O-].[K+].[K+].Br[CH2:19][CH2:20][O:21][CH3:22], predict the reaction product. The product is: [Cl:10][C:7]1[CH:6]=[CH:5][C:4]([O:11][CH2:19][CH2:20][O:21][CH3:22])=[CH:3][C:8]=1[CH3:9]. (5) Given the reactants [O:1]1[CH:5]=[CH:4][CH:3]=[C:2]1[C:6]1[O:7][C:8]([CH3:36])=[C:9]([CH2:11][O:12][C:13]2[CH:33]=[CH:32][C:16]([CH2:17][O:18][C:19]3[C:23]([CH:24]=O)=[CH:22][N:21]([C:26]4[CH:31]=[CH:30][CH:29]=[CH:28][CH:27]=4)[N:20]=3)=[CH:15][C:14]=2[O:34][CH3:35])[N:10]=1.C(OP([CH2:45][C:46]([O:48][CH2:49][CH3:50])=[O:47])(OCC)=O)C.[H-].[Na+], predict the reaction product. The product is: [O:1]1[CH:5]=[CH:4][CH:3]=[C:2]1[C:6]1[O:7][C:8]([CH3:36])=[C:9]([CH2:11][O:12][C:13]2[CH:33]=[CH:32][C:16]([CH2:17][O:18][C:19]3[C:23](/[CH:24]=[CH:45]/[C:46]([O:48][CH2:49][CH3:50])=[O:47])=[CH:22][N:21]([C:26]4[CH:27]=[CH:28][CH:29]=[CH:30][CH:31]=4)[N:20]=3)=[CH:15][C:14]=2[O:34][CH3:35])[N:10]=1. (6) Given the reactants [C:1]([O:5][C:6](=[O:15])[CH:7]([O:11][C:12](=[O:14])[CH3:13])[C:8]([CH3:10])=[O:9])([CH3:4])([CH3:3])[CH3:2].[H-].[Na+].[CH2:18](Br)[CH2:19][CH2:20][CH2:21][CH2:22][CH3:23], predict the reaction product. The product is: [C:1]([O:5][C:6](=[O:15])[C:7]([O:11][C:12](=[O:14])[CH3:13])([C:8](=[O:9])[CH3:10])[CH2:18][CH2:19][CH2:20][CH2:21][CH2:22][CH3:23])([CH3:2])([CH3:3])[CH3:4]. (7) Given the reactants [NH:1]1[CH2:6][CH2:5][O:4][CH2:3][C:2]1=[O:7].[H-].[Na+].[C:10]([O:14][C:15]([N:17]1[CH2:22][C@H:21]([CH2:23]Cl)[N:20]([CH2:25][C:26]2[CH:31]=[CH:30][CH:29]=[CH:28][CH:27]=2)[CH2:19][C@H:18]1[CH3:32])=[O:16])([CH3:13])([CH3:12])[CH3:11], predict the reaction product. The product is: [C:10]([O:14][C:15]([N:17]1[CH2:22][C@H:21]([CH2:23][N:1]2[CH2:6][CH2:5][O:4][CH2:3][C:2]2=[O:7])[N:20]([CH2:25][C:26]2[CH:27]=[CH:28][CH:29]=[CH:30][CH:31]=2)[CH2:19][C@H:18]1[CH3:32])=[O:16])([CH3:11])([CH3:12])[CH3:13].